Task: Predict which catalyst facilitates the given reaction.. Dataset: Catalyst prediction with 721,799 reactions and 888 catalyst types from USPTO Reactant: [O:1]([C:8]1[CH:30]=[CH:29][C:11]([O:12][C:13]2[N:21]=[CH:20][C:19]([NH:22][CH:23]3[CH2:28][CH2:27][NH:26][CH2:25][CH2:24]3)=[CH:18][C:14]=2[C:15]([NH2:17])=[O:16])=[CH:10][CH:9]=1)[C:2]1[CH:7]=[CH:6][CH:5]=[CH:4][CH:3]=1.C(N(CC)CC)C.[C:38](Cl)(=[O:41])[CH:39]=[CH2:40]. Product: [C:38]([N:26]1[CH2:25][CH2:24][CH:23]([NH:22][C:19]2[CH:20]=[N:21][C:13]([O:12][C:11]3[CH:29]=[CH:30][C:8]([O:1][C:2]4[CH:3]=[CH:4][CH:5]=[CH:6][CH:7]=4)=[CH:9][CH:10]=3)=[C:14]([CH:18]=2)[C:15]([NH2:17])=[O:16])[CH2:28][CH2:27]1)(=[O:41])[CH:39]=[CH2:40]. The catalyst class is: 2.